Task: Predict the reactants needed to synthesize the given product.. Dataset: Full USPTO retrosynthesis dataset with 1.9M reactions from patents (1976-2016) (1) The reactants are: [NH2:1][C:2]1[C:3]([C:7](=[N:17]O)[NH:8][C:9]2[CH:14]=[CH:13][C:12]([F:15])=[C:11]([Cl:16])[CH:10]=2)=[N:4][O:5][N:6]=1.[C:19]([O:22]C(=O)C)(=[O:21])[CH3:20]. Given the product [C:19]([O:22][N:8]([C:9]1[CH:14]=[CH:13][C:12]([F:15])=[C:11]([Cl:16])[CH:10]=1)[C:7]([C:3]1[C:2]([NH2:1])=[N:6][O:5][N:4]=1)=[NH:17])(=[O:21])[CH3:20], predict the reactants needed to synthesize it. (2) Given the product [C:29]([O:28][C:26]([N:22]1[CH2:23][CH2:24][CH2:25][C@H:21]1/[CH:20]=[CH:19]/[C:18]1[CH:33]=[CH:34][C:15]([CH2:14][N:7]([CH2:6][C:5]2[CH:35]=[CH:36][C:2]([NH:1][C:49]([C@@H:45]3[CH2:46][CH2:47][CH2:48][N:44]3[C:42]([O:41][C:37]([CH3:40])([CH3:39])[CH3:38])=[O:43])=[O:50])=[CH:3][CH:4]=2)[C:8]2[CH:9]=[CH:10][CH:11]=[CH:12][CH:13]=2)=[CH:16][CH:17]=1)=[O:27])([CH3:31])([CH3:32])[CH3:30], predict the reactants needed to synthesize it. The reactants are: [NH2:1][C:2]1[CH:36]=[CH:35][C:5]([CH2:6][N:7]([CH2:14][C:15]2[CH:34]=[CH:33][C:18](/[CH:19]=[CH:20]/[C@@H:21]3[CH2:25][CH2:24][CH2:23][N:22]3[C:26]([O:28][C:29]([CH3:32])([CH3:31])[CH3:30])=[O:27])=[CH:17][CH:16]=2)[C:8]2[CH:13]=[CH:12][CH:11]=[CH:10][CH:9]=2)=[CH:4][CH:3]=1.[C:37]([O:41][C:42]([N:44]1[CH2:48][CH2:47][CH2:46][C@H:45]1[C:49](O)=[O:50])=[O:43])([CH3:40])([CH3:39])[CH3:38]. (3) Given the product [Cl:1][C:2]1[C:3]([O:13][CH3:14])=[CH:4][C:5]([O:11][CH3:12])=[C:6]([CH:10]=1)[C:7]([Cl:17])=[O:8], predict the reactants needed to synthesize it. The reactants are: [Cl:1][C:2]1[C:3]([O:13][CH3:14])=[CH:4][C:5]([O:11][CH3:12])=[C:6]([CH:10]=1)[C:7](O)=[O:8].S(Cl)([Cl:17])=O. (4) Given the product [NH2:1][C:2]1[C:11]2[CH:10]=[CH:9][CH:8]=[C:7]([C:34]3[CH:35]=[C:30]([O:29][CH3:28])[CH:31]=[CH:32][C:33]=3[O:36][CH3:37])[C:6]=2[N:5]=[C:4]2[CH2:13][N:14]([CH2:17][C:18]3[CH:23]=[CH:22][C:21]([O:24][CH3:25])=[C:20]([O:26][CH3:27])[CH:19]=3)[C:15](=[O:16])[C:3]=12, predict the reactants needed to synthesize it. The reactants are: [NH2:1][C:2]1[C:11]2[CH:10]=[CH:9][CH:8]=[C:7](Br)[C:6]=2[N:5]=[C:4]2[CH2:13][N:14]([CH2:17][C:18]3[CH:23]=[CH:22][C:21]([O:24][CH3:25])=[C:20]([O:26][CH3:27])[CH:19]=3)[C:15](=[O:16])[C:3]=12.[CH3:28][O:29][C:30]1[CH:35]=[CH:34][C:33]([O:36][CH3:37])=[CH:32][C:31]=1B(O)O. (5) The reactants are: Br[C:2]1[N:10]([CH2:11][C:12]2[CH:17]=[CH:16][C:15]([C:18]([F:21])([F:20])[F:19])=[CH:14][CH:13]=2)[C:9]2[C:4](=[N:5][C:6]([C:29]#[N:30])=[N:7][C:8]=2[NH:22][C@@H:23]([CH:25]2[CH2:28][CH2:27][CH2:26]2)[CH3:24])[N:3]=1.[F-].[Cs+].[CH3:33][N:34]1[CH:38]=[CH:37][N:36]=[C:35]1[Sn](CCCC)(CCCC)CCCC. Given the product [CH:25]1([C@H:23]([NH:22][C:8]2[N:7]=[C:6]([C:29]#[N:30])[N:5]=[C:4]3[C:9]=2[N:10]([CH2:11][C:12]2[CH:13]=[CH:14][C:15]([C:18]([F:20])([F:19])[F:21])=[CH:16][CH:17]=2)[C:2]([C:35]2[N:34]([CH3:33])[CH:38]=[CH:37][N:36]=2)=[N:3]3)[CH3:24])[CH2:26][CH2:27][CH2:28]1, predict the reactants needed to synthesize it. (6) Given the product [F:1][C:2]1[CH:7]=[CH:6][C:5]([CH2:8][CH2:9][N:10]2[CH2:11][CH2:12][CH:13]([C:16]([C:18]3[CH:23]=[CH:22][CH:21]=[C:20]([OH:24])[C:19]=3[O:35][CH3:36])=[O:17])[CH2:14][CH2:15]2)=[CH:4][CH:3]=1, predict the reactants needed to synthesize it. The reactants are: [F:1][C:2]1[CH:7]=[CH:6][C:5]([CH2:8][CH2:9][N:10]2[CH2:15][CH2:14][CH:13]([C:16]([C:18]3[CH:23]=[CH:22][CH:21]=[C:20]([O:24][Si](C(C)C)(C(C)C)C(C)C)[C:19]=3[O:35][CH3:36])=[O:17])[CH2:12][CH2:11]2)=[CH:4][CH:3]=1.[F-].C([N+](CCCC)(CCCC)CCCC)CCC.